From a dataset of Full USPTO retrosynthesis dataset with 1.9M reactions from patents (1976-2016). Predict the reactants needed to synthesize the given product. (1) Given the product [CH3:12][N:14]([CH3:15])[CH:7]([CH3:8])[CH2:6][N:5]([CH:36]=[C:35]1[C:34]2[C:33]([CH3:48])([C:32]3[CH:23]([O:22][C:20](=[O:21])[CH3:19])[CH2:24][C:25]4([CH3:49])[CH:26]([C:31]=3[C:39](=[O:40])[C:38]=2[OH:37])[CH2:27][CH2:28][CH:29]4[OH:30])[CH:44]([CH2:45][O:46][CH3:47])[O:43][C:41]1=[O:42])[CH2:3][CH3:4], predict the reactants needed to synthesize it. The reactants are: Cl.Cl.[CH2:3]([NH:5][CH2:6][CH2:7][CH2:8]N(C)C)[CH3:4].[CH2:12]([N:14](CC)[CH2:15]C)C.[CH3:19][C:20]([O:22][C@H:23]1[C:32]2[C@@:33]3([CH3:48])[C@@H:44]([CH2:45][O:46][CH3:47])[O:43][C:41](=[O:42])[C:35]4=[CH:36][O:37][C:38]([C:39](=[O:40])[C:31]=2[C@@H:26]2[CH2:27][CH2:28][C@H:29]([OH:30])[C@@:25]2([CH3:49])[CH2:24]1)=[C:34]34)=[O:21]. (2) The reactants are: [F:1][C:2]([F:35])([F:34])[C:3]1[CH:4]=[C:5]([CH:27]=[C:28]([C:30]([F:33])([F:32])[F:31])[CH:29]=1)[C:6]([N:8]1[CH2:13][CH2:12][CH:11]([N:14]2[CH2:19][CH2:18][NH:17][CH2:16][CH2:15]2)[CH2:10][CH:9]1[CH2:20][C:21]1[CH:26]=[CH:25][CH:24]=[CH:23][CH:22]=1)=[O:7].[O:36]1[CH2:38][CH:37]1[C:39]1[CH:44]=[CH:43][CH:42]=[CH:41][CH:40]=1. Given the product [F:35][C:2]([F:34])([F:1])[C:3]1[CH:4]=[C:5]([CH:27]=[C:28]([C:30]([F:33])([F:31])[F:32])[CH:29]=1)[C:6]([N:8]1[CH2:13][CH2:12][C@H:11]([N:14]2[CH2:15][CH2:16][N:17]([CH2:38][CH:37]([OH:36])[C:39]3[CH:44]=[CH:43][CH:42]=[CH:41][CH:40]=3)[CH2:18][CH2:19]2)[CH2:10][C@@H:9]1[CH2:20][C:21]1[CH:26]=[CH:25][CH:24]=[CH:23][CH:22]=1)=[O:7].[F:35][C:2]([F:34])([F:1])[C:3]1[CH:4]=[C:5]([CH:27]=[C:28]([C:30]([F:33])([F:31])[F:32])[CH:29]=1)[C:6]([N:8]1[CH2:13][CH2:12][C@H:11]([N:14]2[CH2:15][CH2:16][N:17]([CH:37]([C:39]3[CH:44]=[CH:43][CH:42]=[CH:41][CH:40]=3)[CH2:38][OH:36])[CH2:18][CH2:19]2)[CH2:10][C@@H:9]1[CH2:20][C:21]1[CH:26]=[CH:25][CH:24]=[CH:23][CH:22]=1)=[O:7], predict the reactants needed to synthesize it. (3) The reactants are: [Cl:1][C:2]1[C:3]([O:10][C:11]2[CH:26]=[CH:25][C:14]([CH2:15][CH2:16][NH:17]C(=O)OC(C)(C)C)=[CH:13][CH:12]=2)=[N:4][C:5]([Cl:9])=[C:6]([Cl:8])[CH:7]=1.Cl. Given the product [ClH:1].[Cl:1][C:2]1[C:3]([O:10][C:11]2[CH:26]=[CH:25][C:14]([CH2:15][CH2:16][NH2:17])=[CH:13][CH:12]=2)=[N:4][C:5]([Cl:9])=[C:6]([Cl:8])[CH:7]=1, predict the reactants needed to synthesize it. (4) The reactants are: [NH:1]1[C:5]2=[CH:6][N:7]=[CH:8][CH:9]=[C:4]2[CH:3]=[CH:2]1.C(N(CC)CC)C.[C:17](O[C:17]([O:19][C:20]([CH3:23])([CH3:22])[CH3:21])=[O:18])([O:19][C:20]([CH3:23])([CH3:22])[CH3:21])=[O:18].O. Given the product [N:1]1([C:17]([O:19][C:20]([CH3:23])([CH3:22])[CH3:21])=[O:18])[C:5]2=[CH:6][N:7]=[CH:8][CH:9]=[C:4]2[CH:3]=[CH:2]1, predict the reactants needed to synthesize it. (5) Given the product [C:1]([NH:11][C@H:12]([C:17]([N:19]1[CH2:20][CH:21]2[O:29][CH:22]2[CH2:23]1)=[O:18])[CH2:13][CH:14]([CH3:16])[CH3:15])([O:3][CH2:4][C:5]1[CH:10]=[CH:9][CH:8]=[CH:7][CH:6]=1)=[O:2], predict the reactants needed to synthesize it. The reactants are: [C:1]([NH:11][C@H:12]([C:17]([N:19]1[CH2:23][CH:22]=[CH:21][CH2:20]1)=[O:18])[CH2:13][CH:14]([CH3:16])[CH3:15])([O:3][CH2:4][C:5]1[CH:10]=[CH:9][CH:8]=[CH:7][CH:6]=1)=[O:2].ClC1C=C(C=CC=1)C(OO)=[O:29].